This data is from Forward reaction prediction with 1.9M reactions from USPTO patents (1976-2016). The task is: Predict the product of the given reaction. Given the reactants [CH3:1][C:2]1[CH:8]=[CH:7][CH:6]=[C:5]([CH3:9])[C:3]=1[NH2:4].C(OCC)(=O)C.C(=O)([O-])[O-].[Na+].[Na+].[Cl:22][CH2:23][C:24](Cl)=[O:25], predict the reaction product. The product is: [Cl:22][CH2:23][C:24]([NH:4][C:3]1[C:5]([CH3:9])=[CH:6][CH:7]=[CH:8][C:2]=1[CH3:1])=[O:25].